From a dataset of Peptide-MHC class II binding affinity with 134,281 pairs from IEDB. Regression. Given a peptide amino acid sequence and an MHC pseudo amino acid sequence, predict their binding affinity value. This is MHC class II binding data. (1) The peptide sequence is FLFLAWIMLLQFAYS. The MHC is DRB1_0101 with pseudo-sequence DRB1_0101. The binding affinity (normalized) is 0.394. (2) The peptide sequence is GELQIVDKIDAAFKI. The MHC is HLA-DQA10301-DQB10302 with pseudo-sequence HLA-DQA10301-DQB10302. The binding affinity (normalized) is 0.326.